Dataset: Full USPTO retrosynthesis dataset with 1.9M reactions from patents (1976-2016). Task: Predict the reactants needed to synthesize the given product. (1) Given the product [Cl:1][C:2]1[CH:3]=[C:4]2[C:8](=[CH:9][CH:10]=1)[N:7]([C:11]1[CH:16]=[CH:15][CH:14]=[C:13]([C:17]([F:20])([F:19])[F:18])[CH:12]=1)[C:6]([CH:21]([NH:28][C:29]1[CH:34]=[CH:33][C:32]([C:35]([NH:37][CH2:38][CH2:39][C:40]([OH:42])=[O:41])=[O:36])=[CH:31][CH:30]=1)[CH2:22][CH2:23][CH2:24][CH2:25][CH2:26][CH3:27])=[CH:5]2, predict the reactants needed to synthesize it. The reactants are: [Cl:1][C:2]1[CH:3]=[C:4]2[C:8](=[CH:9][CH:10]=1)[N:7]([C:11]1[CH:16]=[CH:15][CH:14]=[C:13]([C:17]([F:20])([F:19])[F:18])[CH:12]=1)[C:6]([CH:21]([NH:28][C:29]1[CH:34]=[CH:33][C:32]([C:35]([NH:37][CH2:38][CH2:39][C:40]([O:42]CC)=[O:41])=[O:36])=[CH:31][CH:30]=1)[CH2:22][CH2:23][CH2:24][CH2:25][CH2:26][CH3:27])=[CH:5]2.O1CCCC1.[OH-].[Na+]. (2) Given the product [NH2:18][CH2:17][CH2:16][NH:19][C:9](=[O:10])[O:11][C:12]([CH3:13])([CH3:14])[CH3:15], predict the reactants needed to synthesize it. The reactants are: [C:12]([O:11][C:9](O[C:9]([O:11][C:12]([CH3:15])([CH3:14])[CH3:13])=[O:10])=[O:10])([CH3:15])([CH3:14])[CH3:13].[CH2:16]([NH2:19])[CH2:17][NH2:18]. (3) Given the product [OH:26][NH:25][C:3](=[O:2])[C:5]1[CH:10]=[CH:9][C:8]([C:11]2[CH:16]=[CH:15][CH:14]=[C:13]([NH:17][CH2:18][C:19]3[CH:24]=[CH:23][CH:22]=[CH:21][CH:20]=3)[CH:12]=2)=[CH:7][CH:6]=1, predict the reactants needed to synthesize it. The reactants are: C[O:2][C:3]([C:5]1[CH:10]=[CH:9][C:8]([C:11]2[CH:16]=[CH:15][CH:14]=[C:13]([NH:17][CH2:18][C:19]3[CH:24]=[CH:23][CH:22]=[CH:21][CH:20]=3)[CH:12]=2)=[CH:7][CH:6]=1)=O.[NH2:25][OH:26].[OH-].[Na+]. (4) The reactants are: C([O:3][C:4](=[O:38])[C:5]([CH3:37])([CH3:36])[NH:6][C:7](=[O:35])[C:8]1[CH:13]=[CH:12][C:11]([C:14]2[C:23]3[C:18](=[CH:19][C:20]([O:29][CH2:30][CH3:31])=[C:21]4[O:26][C:25]([CH3:28])([CH3:27])[CH2:24][C:22]4=3)[CH2:17][C:16]([CH3:33])([CH3:32])[N:15]=2)=[CH:10][C:9]=1[NH2:34])C.[OH-].[Na+]. Given the product [NH2:34][C:9]1[CH:10]=[C:11]([C:14]2[C:23]3[C:18](=[CH:19][C:20]([O:29][CH2:30][CH3:31])=[C:21]4[O:26][C:25]([CH3:28])([CH3:27])[CH2:24][C:22]4=3)[CH2:17][C:16]([CH3:32])([CH3:33])[N:15]=2)[CH:12]=[CH:13][C:8]=1[C:7]([NH:6][C:5]([CH3:37])([C:4]([OH:38])=[O:3])[CH3:36])=[O:35], predict the reactants needed to synthesize it. (5) Given the product [CH3:1][C:2]1[C:7]([NH:8][C:20](=[O:27])[C:21]2[CH:26]=[CH:25][CH:24]=[CH:23][CH:22]=2)=[CH:6][CH:5]=[C:4]([N:9]2[CH2:13][CH2:12][C@H:11]([N:14]3[CH2:18][CH2:17][CH2:16][C@@H:15]3[CH3:19])[CH2:10]2)[N:3]=1, predict the reactants needed to synthesize it. The reactants are: [CH3:1][C:2]1[C:7]([NH2:8])=[CH:6][CH:5]=[C:4]([N:9]2[CH2:13][CH2:12][C@H:11]([N:14]3[CH2:18][CH2:17][CH2:16][C@@H:15]3[CH3:19])[CH2:10]2)[N:3]=1.[C:20](Cl)(=[O:27])[C:21]1[CH:26]=[CH:25][CH:24]=[CH:23][CH:22]=1.